This data is from Full USPTO retrosynthesis dataset with 1.9M reactions from patents (1976-2016). The task is: Predict the reactants needed to synthesize the given product. (1) Given the product [N:30]1[CH:31]=[CH:32][CH:33]=[CH:34][C:29]=1[CH2:28][NH:27][CH:7]([C:4]1[CH:5]=[CH:6][N:1]=[CH:2][CH:3]=1)[CH2:8][N:9]1[CH2:14][CH2:13][N:12]([C:15]2[CH:20]=[N:19][CH:18]=[CH:17][N:16]=2)[CH2:11][CH2:10]1, predict the reactants needed to synthesize it. The reactants are: [N:1]1[CH:6]=[CH:5][C:4]([CH:7](O)[CH2:8][N:9]2[CH2:14][CH2:13][N:12]([C:15]3[CH:20]=[N:19][CH:18]=[CH:17][N:16]=3)[CH2:11][CH2:10]2)=[CH:3][CH:2]=1.CS(Cl)(=O)=O.[NH2:27][CH2:28][C:29]1[CH:34]=[CH:33][CH:32]=[CH:31][N:30]=1. (2) Given the product [CH2:31]([N:33]([CH2:37][CH3:38])[CH2:34][CH2:35][NH:36][C:17]([C:9]1[CH:8]=[C:7]2[C:6](=[CH:11][CH:10]=1)[CH2:24][CH2:23][C:22]2=[O:1])=[O:16])[CH3:32], predict the reactants needed to synthesize it. The reactants are: [OH2:1].ON1[C:7]2[CH:8]=[CH:9][CH:10]=[CH:11][C:6]=2N=N1.CN1C[CH2:17][O:16]CC1.Cl.CN(C)[CH2:22][CH2:23][CH2:24]N=C=NCC.[CH2:31]([N:33]([CH2:37][CH3:38])[CH2:34][CH2:35][NH2:36])[CH3:32]. (3) Given the product [OH:4][C:2]([CH3:5])([CH3:3])[CH2:1][C:17]1[N:30]([CH2:27][CH2:28][CH3:29])[N:31]=[C:8]([C:7]([O:14][CH2:15][CH3:16])=[O:13])[CH:18]=1, predict the reactants needed to synthesize it. The reactants are: [CH3:1][C:2]([CH3:5])([O-:4])[CH3:3].[Na+].[C:7]([O:14][CH2:15][CH3:16])(=[O:13])[C:8](OCC)=O.[C:17](O)(=O)[CH3:18].C(O)(=O)C(O)=O.[CH2:27]([NH:30][NH2:31])[CH2:28][CH3:29]. (4) The reactants are: [OH:1][CH2:2][C:3]1[CH:8]=[CH:7][NH:6][C:5](=[O:9])[CH:4]=1.[Si:10](Cl)([C:13]([CH3:16])([CH3:15])[CH3:14])([CH3:12])[CH3:11].N1C=CN=C1. Given the product [Si:10]([O:1][CH2:2][C:3]1[CH:8]=[CH:7][NH:6][C:5](=[O:9])[CH:4]=1)([C:13]([CH3:16])([CH3:15])[CH3:14])([CH3:12])[CH3:11], predict the reactants needed to synthesize it. (5) Given the product [N+:23]([C:20]1[CH:21]=[CH:22][C:17]([N:1]2[C:9]3[C:4](=[CH:5][CH:6]=[CH:7][CH:8]=3)[C:3]([C:10]([O:12][CH3:13])=[O:11])=[N:2]2)=[CH:18][CH:19]=1)([O-:25])=[O:24], predict the reactants needed to synthesize it. The reactants are: [NH:1]1[C:9]2[C:4](=[CH:5][CH:6]=[CH:7][CH:8]=2)[C:3]([C:10]([O:12][CH3:13])=[O:11])=[N:2]1.[H-].[Na+].F[C:17]1[CH:22]=[CH:21][C:20]([N+:23]([O-:25])=[O:24])=[CH:19][CH:18]=1.O. (6) Given the product [CH2:17]([CH:16]([C:15]1[C:10]2[N:11]([C:7]([C:5]3[S:6][C:2]([C:37]([C:38]4[CH:43]=[CH:42][CH:41]=[CH:40][CH:39]=4)=[O:44])=[CH:3][C:4]=3[CH3:23])=[C:8]([CH3:22])[N:9]=2)[N:12]=[C:13]([CH3:21])[CH:14]=1)[CH2:19][CH3:20])[CH3:18], predict the reactants needed to synthesize it. The reactants are: Br[C:2]1[S:6][C:5]([C:7]2[N:11]3[N:12]=[C:13]([CH3:21])[CH:14]=[C:15]([CH:16]([CH2:19][CH3:20])[CH2:17][CH3:18])[C:10]3=[N:9][C:8]=2[CH3:22])=[C:4]([CH3:23])[CH:3]=1.C1COCC1.C([Li])CCC.CON(C)[C:37](=[O:44])[C:38]1[CH:43]=[CH:42][CH:41]=[CH:40][CH:39]=1. (7) Given the product [CH3:12][O:13][C:14]1[CH:15]=[C:16]2[C:21](=[CH:22][C:23]=1[O:24][CH3:25])[N:20]=[CH:19][CH:18]=[C:17]2[O:26][C:27]1[CH:32]=[CH:31][C:30]([N:33]2[CH2:37][CH2:36][CH:35]([C:38]([NH:58][C:57]3[CH:59]=[CH:60][C:54]([F:53])=[CH:55][CH:56]=3)=[O:39])[C:34]2=[O:41])=[CH:29][C:28]=1[F:42], predict the reactants needed to synthesize it. The reactants are: CCN=C=NCCCN(C)C.[CH3:12][O:13][C:14]1[CH:15]=[C:16]2[C:21](=[CH:22][C:23]=1[O:24][CH3:25])[N:20]=[CH:19][CH:18]=[C:17]2[O:26][C:27]1[CH:32]=[CH:31][C:30]([N:33]2[CH2:37][CH2:36][CH:35]([C:38](O)=[O:39])[C:34]2=[O:41])=[CH:29][C:28]=1[F:42].C1C=CC2N(O)N=NC=2C=1.[F:53][C:54]1[CH:60]=[CH:59][C:57]([NH2:58])=[CH:56][CH:55]=1.CCN(CC)CC.